Dataset: Forward reaction prediction with 1.9M reactions from USPTO patents (1976-2016). Task: Predict the product of the given reaction. (1) Given the reactants [CH2:1]([O:8][C:9]1[CH:10]=[C:11]([OH:18])[CH:12]=[CH:13][C:14]=1[N+:15]([O-:17])=[O:16])[C:2]1[CH:7]=[CH:6][CH:5]=[CH:4][CH:3]=1.Br[CH:20]1[C:26](=[O:27])[NH:25][C:24]2[CH:28]=[CH:29][CH:30]=[CH:31][C:23]=2[CH2:22][CH2:21]1.C(=O)([O-])[O-].[K+].[K+], predict the reaction product. The product is: [CH2:1]([O:8][C:9]1[CH:10]=[C:11]([CH:12]=[CH:13][C:14]=1[N+:15]([O-:17])=[O:16])[O:18][CH:20]1[C:26](=[O:27])[NH:25][C:24]2[CH:28]=[CH:29][CH:30]=[CH:31][C:23]=2[CH2:22][CH2:21]1)[C:2]1[CH:3]=[CH:4][CH:5]=[CH:6][CH:7]=1. (2) Given the reactants [F:1][C:2]1[C:11]2[C:6](=[CH:7][CH:8]=[C:9]([F:12])[CH:10]=2)[C:5]([N:13]2[CH2:18][CH2:17][N:16](C([O-])=O)[C@H:15]([CH3:22])[CH2:14]2)=[CH:4][CH:3]=1.C, predict the reaction product. The product is: [F:1][C:2]1[C:11]2[C:6](=[CH:7][CH:8]=[C:9]([F:12])[CH:10]=2)[C:5]([N:13]2[CH2:18][CH2:17][NH:16][C@H:15]([CH3:22])[CH2:14]2)=[CH:4][CH:3]=1. (3) Given the reactants [CH3:1][CH2:2][CH2:3][CH:4]([NH:8][C:9](=[O:18])[C:10]1[CH:15]=[CH:14][C:13]([OH:16])=[C:12]([OH:17])[CH:11]=1)[CH2:5][CH2:6][CH3:7].C(=O)([O-])[O-].[K+].[K+].[CH2:25]([O:27][C:28](=[O:31])[C:29]#[CH:30])[CH3:26], predict the reaction product. The product is: [CH3:1][CH2:2][CH2:3][CH:4]([NH:8][C:9]([C:10]1[CH:15]=[CH:14][C:13]2[O:16][CH:30]([CH2:29][C:28]([O:27][CH2:25][CH3:26])=[O:31])[O:17][C:12]=2[CH:11]=1)=[O:18])[CH2:5][CH2:6][CH3:7]. (4) Given the reactants [CH3:1][C:2]1([CH3:12])[CH2:7][CH:6]([OH:8])[CH2:5][C:4]([CH3:10])([CH3:9])[NH+:3]1[O-:11].OO.Cl.S(=O)(O)[O-].[Na+].C(=O)(O)[O-].[K+].[CH3:26][C:27](CC)=O, predict the reaction product. The product is: [CH2:26]([O:11][N:3]1[C:2]([CH3:12])([CH3:1])[CH2:7][CH:6]([OH:8])[CH2:5][C:4]1([CH3:10])[CH3:9])[CH3:27].